Dataset: Full USPTO retrosynthesis dataset with 1.9M reactions from patents (1976-2016). Task: Predict the reactants needed to synthesize the given product. (1) Given the product [Cl:1][C:2]1[CH:3]=[C:4]([C:10]2[CH:14]=[CH:13][N:12]([CH2:15][C@@H:16]([NH:18][C:19]([C:21]3[N:22]=[CH:23][N:24]([CH2:27][C:28]4([CH3:31])[CH2:30][O:29]4)[CH:25]=3)=[O:20])[CH3:17])[N:11]=2)[CH:5]=[CH:6][C:7]=1[C:8]#[N:9].[Cl:26][CH2:27][C:28]([OH:29])([CH3:31])[CH2:30][N:24]1[CH:25]=[C:21]([C:19]([NH:18][C@@H:16]([CH3:17])[CH2:15][N:12]2[CH:13]=[CH:14][C:10]([C:4]3[CH:5]=[CH:6][C:7]([C:8]#[N:9])=[C:2]([Cl:1])[CH:3]=3)=[N:11]2)=[O:20])[N:22]=[CH:23]1, predict the reactants needed to synthesize it. The reactants are: [Cl:1][C:2]1[CH:3]=[C:4]([C:10]2[CH:14]=[CH:13][N:12]([CH2:15][C@@H:16]([NH:18][C:19]([C:21]3[N:22]=[CH:23][NH:24][CH:25]=3)=[O:20])[CH3:17])[N:11]=2)[CH:5]=[CH:6][C:7]=1[C:8]#[N:9].[Cl:26][CH2:27][C:28]1([CH3:31])[CH2:30][O:29]1. (2) Given the product [Cl:24][C:25]1[CH:32]=[CH:31][CH:30]=[CH:29][C:26]=1[CH:27]([C:20]1[C:19]([Cl:23])=[N:18][C:17]([Cl:16])=[CH:22][N:21]=1)[OH:28], predict the reactants needed to synthesize it. The reactants are: C([Li])CCC.CC1(C)CCCC(C)(C)N1.[Cl:16][C:17]1[CH:22]=[N:21][CH:20]=[C:19]([Cl:23])[N:18]=1.[Cl:24][C:25]1[CH:32]=[CH:31][CH:30]=[CH:29][C:26]=1[CH:27]=[O:28].Cl. (3) The reactants are: BrCC1CC1(F)F.Br[CH2:9][CH2:10][CH2:11][C:12]([F:15])([F:14])[F:13].[CH3:16][C:17]1[N:18]=[C:19]([N:27]2[CH2:31][CH2:30][NH:29][C:28]2=[O:32])[S:20][C:21]=1[C:22]([O:24][CH2:25][CH3:26])=[O:23]. Given the product [CH3:16][C:17]1[N:18]=[C:19]([N:27]2[CH2:31][CH2:30][N:29]([CH2:9][CH2:10][CH2:11][C:12]([F:15])([F:14])[F:13])[C:28]2=[O:32])[S:20][C:21]=1[C:22]([O:24][CH2:25][CH3:26])=[O:23], predict the reactants needed to synthesize it. (4) Given the product [CH2:14]([N:9]1[CH2:10][C@@H:11]([CH3:12])[C@H:5]2[CH2:4][CH2:3][C@H:2]([CH3:1])[C@H:6]2[C:7]1=[O:8])[CH2:15][CH2:16][CH2:17][CH2:18][CH2:19][CH2:20][CH3:21], predict the reactants needed to synthesize it. The reactants are: [CH3:1][CH:2]1[CH:6]2[C:7]([NH:9][CH:10]=[C:11]([CH3:12])[CH:5]2[CH2:4][CH2:3]1)=[O:8].I[CH2:14][CH2:15][CH2:16][CH2:17][CH2:18][CH2:19][CH2:20][CH3:21].